From a dataset of NCI-60 drug combinations with 297,098 pairs across 59 cell lines. Regression. Given two drug SMILES strings and cell line genomic features, predict the synergy score measuring deviation from expected non-interaction effect. (1) Drug 1: C1CCN(CC1)CCOC2=CC=C(C=C2)C(=O)C3=C(SC4=C3C=CC(=C4)O)C5=CC=C(C=C5)O. Drug 2: N.N.Cl[Pt+2]Cl. Cell line: U251. Synergy scores: CSS=-4.10, Synergy_ZIP=1.10, Synergy_Bliss=0.345, Synergy_Loewe=-3.27, Synergy_HSA=-2.03. (2) Drug 2: B(C(CC(C)C)NC(=O)C(CC1=CC=CC=C1)NC(=O)C2=NC=CN=C2)(O)O. Cell line: HCC-2998. Synergy scores: CSS=4.89, Synergy_ZIP=-1.71, Synergy_Bliss=-7.57, Synergy_Loewe=-59.5, Synergy_HSA=-8.24. Drug 1: C1CC(=O)NC(=O)C1N2C(=O)C3=CC=CC=C3C2=O. (3) Drug 1: CC1C(C(CC(O1)OC2CC(CC3=C2C(=C4C(=C3O)C(=O)C5=C(C4=O)C(=CC=C5)OC)O)(C(=O)CO)O)N)O.Cl. Drug 2: C(CC(=O)O)C(=O)CN.Cl. Cell line: MOLT-4. Synergy scores: CSS=55.2, Synergy_ZIP=-0.0987, Synergy_Bliss=-0.564, Synergy_Loewe=-2.70, Synergy_HSA=0.309. (4) Synergy scores: CSS=12.1, Synergy_ZIP=-9.49, Synergy_Bliss=-4.84, Synergy_Loewe=-19.5, Synergy_HSA=-4.53. Cell line: HOP-92. Drug 1: CN(C)N=NC1=C(NC=N1)C(=O)N. Drug 2: CC1=C2C(C(=O)C3(C(CC4C(C3C(C(C2(C)C)(CC1OC(=O)C(C(C5=CC=CC=C5)NC(=O)C6=CC=CC=C6)O)O)OC(=O)C7=CC=CC=C7)(CO4)OC(=O)C)O)C)OC(=O)C.